From a dataset of Catalyst prediction with 721,799 reactions and 888 catalyst types from USPTO. Predict which catalyst facilitates the given reaction. Reactant: [Cl:1][C:2]1[CH:3]=[C:4]([C:9]2[CH:13]=[C:12]([NH:14][CH2:15][CH2:16][C:17]([O:19]CC)=[O:18])[N:11]([C:22]3[CH:31]=[CH:30][C:29]4[C:24](=[CH:25][CH:26]=[CH:27][CH:28]=4)[CH:23]=3)[N:10]=2)[CH:5]=[C:6]([Cl:8])[CH:7]=1.[OH-].[Li+].CO. Product: [Cl:1][C:2]1[CH:3]=[C:4]([C:9]2[CH:13]=[C:12]([NH:14][CH2:15][CH2:16][C:17]([OH:19])=[O:18])[N:11]([C:22]3[CH:31]=[CH:30][C:29]4[C:24](=[CH:25][CH:26]=[CH:27][CH:28]=4)[CH:23]=3)[N:10]=2)[CH:5]=[C:6]([Cl:8])[CH:7]=1. The catalyst class is: 1.